From a dataset of Full USPTO retrosynthesis dataset with 1.9M reactions from patents (1976-2016). Predict the reactants needed to synthesize the given product. (1) The reactants are: [Cl:1][C:2]1[CH:7]=[CH:6][CH:5]=[CH:4][C:3]=1[Mg]Br.[CH2:10]([N:12]([CH2:34][CH3:35])[C@H:13]1[CH2:16][C@H:15]([CH2:17][N:18]2[C:26]3[C:21](=[C:22]([C:28]([F:31])([F:30])[F:29])[CH:23]=[C:24]([I:27])[CH:25]=3)[C:20](=[O:32])[C:19]2=[O:33])[CH2:14]1)[CH3:11]. Given the product [Cl:1][C:2]1[CH:7]=[CH:6][CH:5]=[CH:4][C:3]=1[C:20]1([OH:32])[C:21]2[C:26](=[CH:25][C:24]([I:27])=[CH:23][C:22]=2[C:28]([F:30])([F:31])[F:29])[N:18]([CH2:17][C@H:15]2[CH2:14][C@H:13]([N:12]([CH2:10][CH3:11])[CH2:34][CH3:35])[CH2:16]2)[C:19]1=[O:33], predict the reactants needed to synthesize it. (2) Given the product [OH:96][CH2:21][C@@:20]([C:17]1[CH:18]=[CH:19][C:14]([C:13]([NH:12][C:9]2[N:8]=[CH:7][C:6]3[CH:5]=[CH:4][N:3]([CH2:1][CH3:2])[C:11]=3[CH:10]=2)=[O:24])=[CH:15][C:16]=1[CH3:23])([OH:27])[CH3:22], predict the reactants needed to synthesize it. The reactants are: [CH2:1]([N:3]1[C:11]2[CH:10]=[C:9]([NH:12][C:13](=[O:24])[C:14]3[CH:19]=[CH:18][C:17]([C:20]([CH3:22])=[CH2:21])=[C:16]([CH3:23])[CH:15]=3)[N:8]=[CH:7][C:6]=2[CH:5]=[CH:4]1)[CH3:2].CS(N)(=O)=[O:27].CC[C@@H]1[C@@H]2C[C@H]([C@@H](OC3C4C(=CC=CC=4)C(O[C@@H](C4C=CN=C5C=4C=C(OC)C=C5)[C@@H]4N5C[C@H](CC)[C@@H](CC5)C4)=NN=3)C3C=CN=C4C=3C=C(OC)C=C4)N(CC2)C1.S([O-])([O-])=O.[Na+].[Na+].[Cl-].[Na+].[OH2:96]. (3) Given the product [CH3:14][N:15]([CH3:33])[C@H:16]1[CH2:17][CH2:18][C@H:19]([O:22][C:23]2[C:24]([CH3:32])=[C:25]3[C:29](=[CH:30][CH:31]=2)[N:28]([C:9]([O:11][CH3:12])=[O:10])[N:27]=[CH:26]3)[CH2:20][CH2:21]1, predict the reactants needed to synthesize it. The reactants are: C(N(CC)CC)C.Cl[C:9]([O:11][CH3:12])=[O:10].Cl.[CH3:14][N:15]([CH3:33])[C@H:16]1[CH2:21][CH2:20][C@H:19]([O:22][C:23]2[C:24]([CH3:32])=[C:25]3[C:29](=[CH:30][CH:31]=2)[NH:28][N:27]=[CH:26]3)[CH2:18][CH2:17]1.[Cl-].[Na+]. (4) Given the product [OH:1][C:2]1[C:3]([C:17]([NH:19][CH2:20][C:21]([OH:23])=[O:22])=[O:18])=[C:4]2[C:9](=[CH:10][C:11]=1[C:12]1[CH:16]=[CH:15][S:14][CH:13]=1)[N:8]=[CH:7][CH:6]=[N:5]2, predict the reactants needed to synthesize it. The reactants are: [OH:1][C:2]1[C:3]([C:17]([NH:19][CH2:20][C:21]([O:23]CC)=[O:22])=[O:18])=[C:4]2[C:9](=[CH:10][C:11]=1[C:12]1[CH:16]=[CH:15][S:14][CH:13]=1)[N:8]=[CH:7][CH:6]=[N:5]2.[OH-].[Na+]. (5) Given the product [C:23]([O:19][C:18](=[O:20])[CH2:17][CH2:16][CH2:15][CH2:14][CH2:13][CH2:12][CH2:11][CH2:10][CH2:9][CH2:8][CH2:7][CH2:6][CH2:5][CH2:4][CH2:3][CH2:2][C:1]([OH:22])=[O:21])([CH3:26])([CH3:25])[CH3:24], predict the reactants needed to synthesize it. The reactants are: [C:1]([OH:22])(=[O:21])[CH2:2][CH2:3][CH2:4][CH2:5][CH2:6][CH2:7][CH2:8][CH2:9][CH2:10][CH2:11][CH2:12][CH2:13][CH2:14][CH2:15][CH2:16][CH2:17][C:18]([OH:20])=[O:19].[C:23](OC(O[C:23]([CH3:26])([CH3:25])[CH3:24])N(C)C)([CH3:26])([CH3:25])[CH3:24].O.C(Cl)Cl. (6) The reactants are: [CH:1]([C:4]1[C:8]([CH2:9][CH2:10][CH2:11][O:12][C:13]2[C:18]([O:19][CH3:20])=[CH:17][CH:16]=[CH:15][C:14]=2[CH2:21][C:22]([O:24]C)=[O:23])=[CH:7][N:6]([C:26]2[C:31]([C:32]([F:35])([F:34])[F:33])=[CH:30][CH:29]=[CH:28][N:27]=2)[N:5]=1)([CH3:3])[CH3:2].[OH-].[Na+].O1CCCC1.Cl. Given the product [CH:1]([C:4]1[C:8]([CH2:9][CH2:10][CH2:11][O:12][C:13]2[C:18]([O:19][CH3:20])=[CH:17][CH:16]=[CH:15][C:14]=2[CH2:21][C:22]([OH:24])=[O:23])=[CH:7][N:6]([C:26]2[C:31]([C:32]([F:33])([F:35])[F:34])=[CH:30][CH:29]=[CH:28][N:27]=2)[N:5]=1)([CH3:3])[CH3:2], predict the reactants needed to synthesize it. (7) Given the product [CH2:1]([N:5]1[C:9]([C:10]2[CH:15]=[CH:14][CH:13]=[CH:12][CH:11]=2)=[CH:8][C:7]([C:16]([NH2:21])=[O:18])=[N:6]1)[CH:2]([CH3:4])[CH3:3], predict the reactants needed to synthesize it. The reactants are: [CH2:1]([N:5]1[C:9]([C:10]2[CH:15]=[CH:14][CH:13]=[CH:12][CH:11]=2)=[CH:8][C:7]([C:16]([O:18]CC)=O)=[N:6]1)[CH:2]([CH3:4])[CH3:3].[NH3:21]. (8) Given the product [ClH:28].[CH3:1][CH:2]1[C:10]([CH3:12])([CH3:11])[C:9]2[C:4](=[CH:5][CH:6]=[C:7]([C:13]3[CH:18]=[CH:17][CH:16]=[C:15]([N+:19]([O-:21])=[O:20])[CH:14]=3)[CH:8]=2)[NH:3]1, predict the reactants needed to synthesize it. The reactants are: [CH3:1][CH:2]1[C:10]([CH3:12])([CH3:11])[C:9]2[C:4](=[CH:5][CH:6]=[C:7]([C:13]3[CH:18]=[CH:17][CH:16]=[C:15]([N+:19]([O-:21])=[O:20])[CH:14]=3)[CH:8]=2)[NH:3]1.O1CCOCC1.[ClH:28].O1CCOCC1. (9) Given the product [NH2:1][C@@H:4]1[CH2:9][CH2:8][N:7]([C:10]([O:12][C:13]([CH3:14])([CH3:15])[CH3:16])=[O:11])[C@@H:6]([C:17]([O:19][CH3:20])=[O:18])[CH2:5]1, predict the reactants needed to synthesize it. The reactants are: [N:1]([C@@H:4]1[CH2:9][CH2:8][N:7]([C:10]([O:12][C:13]([CH3:16])([CH3:15])[CH3:14])=[O:11])[C@@H:6]([C:17]([O:19][CH3:20])=[O:18])[CH2:5]1)=[N+]=[N-].